Dataset: Forward reaction prediction with 1.9M reactions from USPTO patents (1976-2016). Task: Predict the product of the given reaction. (1) Given the reactants [CH2:1]([S:4]([O:7][CH2:8][CH2:9][N:10]([CH3:17])[S:11]([CH2:14][CH2:15][CH3:16])(=[O:13])=[O:12])(=[O:6])=[O:5])[CH2:2][CH3:3].N1CC[CH2:20][C@@H:19]1CO, predict the reaction product. The product is: [CH2:14]([S:11]([N:10]1[CH2:17][CH2:20][CH2:19][C@@H:9]1[CH2:8][O:7][S:4]([CH2:1][CH2:2][CH3:3])(=[O:6])=[O:5])(=[O:13])=[O:12])[CH2:15][CH3:16]. (2) The product is: [CH3:16][NH:17][S:12]([C:7]1[CH:6]=[CH:5][C:4]2[C:9](=[CH:10][CH:11]=[C:2]([Br:1])[CH:3]=2)[CH:8]=1)(=[O:14])=[O:13]. Given the reactants [Br:1][C:2]1[CH:3]=[C:4]2[C:9](=[CH:10][CH:11]=1)[CH:8]=[C:7]([S:12](Cl)(=[O:14])=[O:13])[CH:6]=[CH:5]2.[CH3:16][NH2:17].[OH-].[K+].Cl, predict the reaction product. (3) Given the reactants C1(C)C=CC=CC=1.Br[C:9]1[CH:22]=[CH:21][C:20]2[C:11](=[CH:12][C:13]3[C:18]([CH:19]=2)=[CH:17][CH:16]=[CH:15][CH:14]=3)[CH:10]=1.C([Sn](CCCC)(CCCC)[C:28]1[S:29][C:30]([CH2:33][CH2:34][CH2:35][CH2:36][CH2:37][CH3:38])=[CH:31][CH:32]=1)CCC, predict the reaction product. The product is: [CH2:33]([C:30]1[S:29][C:28]([C:9]2[CH:22]=[CH:21][C:20]3[C:11](=[CH:12][C:13]4[C:18]([CH:19]=3)=[CH:17][CH:16]=[CH:15][CH:14]=4)[CH:10]=2)=[CH:32][CH:31]=1)[CH2:34][CH2:35][CH2:36][CH2:37][CH3:38]. (4) Given the reactants CS(C)=O.[Br:5][C:6]1[CH:7]=[C:8]([CH:11]=[CH:12][C:13]=1[OH:14])[CH:9]=O.[NH2:15][C:16]1[CH:21]=[C:20]([Cl:22])[CH:19]=[CH:18][C:17]=1[SH:23].C(OCC)(=O)C, predict the reaction product. The product is: [Br:5][C:6]1[CH:7]=[C:8]([C:9]2[S:23][C:17]3[CH:18]=[CH:19][C:20]([Cl:22])=[CH:21][C:16]=3[N:15]=2)[CH:11]=[CH:12][C:13]=1[OH:14]. (5) Given the reactants [Cl:1][C:2]1[C:3]([C:8]2[N:12]=[CH:11][NH:10][N:9]=2)=[C:4]([NH2:7])[S:5][CH:6]=1.[C:13]([C:15]1[CH:16]=[C:17]2[C:22](=[CH:23][CH:24]=1)[N:21]([CH2:25][C:26](O)=[O:27])[C:20](=[O:29])[CH:19]=[CH:18]2)#[N:14], predict the reaction product. The product is: [Cl:1][C:2]1[C:3]([C:8]2[N:12]=[CH:11][NH:10][N:9]=2)=[C:4]([NH:7][C:26](=[O:27])[CH2:25][N:21]2[C:22]3[C:17](=[CH:16][C:15]([C:13]#[N:14])=[CH:24][CH:23]=3)[CH:18]=[CH:19][C:20]2=[O:29])[S:5][CH:6]=1. (6) Given the reactants CCCCC([N:7]([C@H:26]([C:30]([OH:32])=[O:31])[CH:27]([CH3:29])[CH3:28])[CH2:8][C:9]1[CH:10]=[CH:11][C:12]([C:15]2[CH:16]=[CH:17][CH:18]=[CH:19][C:20]=2[C:21]2[NH:22][N:23]=[N:24][N:25]=2)=[CH:13][CH:14]=1)=O.Br[CH2:34][C:35]1[CH:40]=[CH:39][C:38]([C:36]2[CH:37]=[CH:38][CH:39]=[CH:40][C:35]=2[C:34]2N([C:34](C3C=CC=CC=3)(C3C=CC=CC=3)[C:35]3[CH:40]=[CH:39][CH:38]=[CH:37][CH:36]=3)N=NN=2)=[CH:37][CH:36]=1.Cl.C(OC(=O)[C@H](C(C)C)N)C1C=CC=CC=1, predict the reaction product. The product is: [CH2:34]([O:32][C:30](=[O:31])[C@H:26]([CH:27]([CH3:28])[CH3:29])[NH:7][CH2:8][C:9]1[CH:10]=[CH:11][C:12]([C:15]2[CH:16]=[CH:17][CH:18]=[CH:19][C:20]=2[C:21]2[NH:22][N:23]=[N:24][N:25]=2)=[CH:13][CH:14]=1)[C:35]1[CH:40]=[CH:39][CH:38]=[CH:37][CH:36]=1. (7) Given the reactants Cl[C:2]1[CH:7]=[CH:6][N:5]=[C:4]2[N:8]([CH2:11][C:12]3[CH:17]=[CH:16][C:15]([F:18])=[CH:14][CH:13]=3)[CH:9]=[CH:10][C:3]=12.[CH3:19][C:20]1[N:21]=[CH:22][N:23]([C:25]2[CH:30]=[CH:29][C:28]([Sn](CCCC)(CCCC)CCCC)=[CH:27][CH:26]=2)[CH:24]=1.C(=O)([O-])[O-].[K+].[K+].C1(C)C=CC=CC=1, predict the reaction product. The product is: [F:18][C:15]1[CH:16]=[CH:17][C:12]([CH2:11][N:8]2[C:4]3=[N:5][CH:6]=[CH:7][C:2]([C:28]4[CH:29]=[CH:30][C:25]([N:23]5[CH:24]=[C:20]([CH3:19])[N:21]=[CH:22]5)=[CH:26][CH:27]=4)=[C:3]3[CH:10]=[CH:9]2)=[CH:13][CH:14]=1.